From a dataset of Reaction yield outcomes from USPTO patents with 853,638 reactions. Predict the reaction yield, written as a fraction of the theoretical maximum amount of product (1.0 means a 100% yield; for example, 0.34 means a 34% yield). (1) No catalyst specified. The product is [NH2:3][C@@:2]([C:8]1[CH:17]=[CH:16][C:15]2[C:10](=[CH:11][CH:12]=[C:13]([O:18][C:19]3[CH:24]=[CH:23][CH:22]=[C:21]([C:25]([F:26])([F:27])[F:28])[CH:20]=3)[CH:14]=2)[CH:9]=1)([CH3:1])[CH2:6][OH:5]. The reactants are [CH3:1][C@@:2]1([C:8]2[CH:17]=[CH:16][C:15]3[C:10](=[CH:11][CH:12]=[C:13]([O:18][C:19]4[CH:24]=[CH:23][CH:22]=[C:21]([C:25]([F:28])([F:27])[F:26])[CH:20]=4)[CH:14]=3)[CH:9]=2)[CH2:6][O:5]C(=O)[NH:3]1.C(O)C.[OH-].[Li+].O. The yield is 0.520. (2) The reactants are Cl[C:2]1[N:7]=[C:6]([NH:8][CH2:9][CH:10]2[CH2:15][CH2:14][CH2:13][CH2:12][CH2:11]2)[N:5]=[C:4]([NH:16][CH2:17][C:18]#[CH:19])[N:3]=1.Cl.[CH3:21][O:22][NH:23][CH3:24].CON(C)C1N=C(NCCC)N=C(NCC#C)N=1. No catalyst specified. The product is [CH3:21][O:22][N:23]([CH3:24])[C:2]1[N:7]=[C:6]([NH:8][CH2:9][CH:10]2[CH2:15][CH2:14][CH2:13][CH2:12][CH2:11]2)[N:5]=[C:4]([NH:16][CH2:17][C:18]#[CH:19])[N:3]=1. The yield is 0.940. (3) The reactants are [F:1][C:2]([F:13])([F:12])[O:3][C:4]1[CH:11]=[CH:10][C:7]([CH:8]=O)=[CH:6][CH:5]=1.[NH2:14][C:15]1[N:16]=[N:17][C:18]([CH3:21])=[CH:19][CH:20]=1.C([O:24][C:25](=O)[C:26]([OH:40])=[CH:27][C:28]([C:30]1[CH:35]=[CH:34][C:33]([O:36][CH:37]([CH3:39])[CH3:38])=[CH:32][CH:31]=1)=[O:29])C. No catalyst specified. The product is [OH:40][C:26]1[C:25](=[O:24])[N:14]([C:15]2[N:16]=[N:17][C:18]([CH3:21])=[CH:19][CH:20]=2)[CH:8]([C:7]2[CH:10]=[CH:11][C:4]([O:3][C:2]([F:13])([F:12])[F:1])=[CH:5][CH:6]=2)[C:27]=1[C:28](=[O:29])[C:30]1[CH:35]=[CH:34][C:33]([O:36][CH:37]([CH3:38])[CH3:39])=[CH:32][CH:31]=1. The yield is 0.180. (4) The reactants are [F:1][C:2]1[CH:10]=[C:9]2[C:5]([C:6]([C:20]3[CH:21]=[N:22][N:23]([CH2:25][CH2:26][NH:27]C(=O)OC(C)(C)C)[CH:24]=3)=[CH:7][N:8]2[S:11]([C:14]2[CH:19]=[CH:18][CH:17]=[CH:16][CH:15]=2)(=[O:13])=[O:12])=[CH:4][CH:3]=1.[ClH:35]. The catalyst is O1CCOCC1. The product is [ClH:35].[F:1][C:2]1[CH:10]=[C:9]2[C:5]([C:6]([C:20]3[CH:21]=[N:22][N:23]([CH2:25][CH2:26][NH2:27])[CH:24]=3)=[CH:7][N:8]2[S:11]([C:14]2[CH:15]=[CH:16][CH:17]=[CH:18][CH:19]=2)(=[O:13])=[O:12])=[CH:4][CH:3]=1. The yield is 0.680. (5) The reactants are O=C1C2C(=CC=CC=2)C(=O)[N:3]1[CH2:12][CH2:13][CH2:14][N:15]([CH:28]([CH3:30])[CH3:29])[S:16]([C:19]1[CH:24]=[CH:23][CH:22]=[CH:21][C:20]=1[N+:25]([O-:27])=[O:26])(=[O:18])=[O:17].O.NN.C(O)C. The catalyst is C(OCC)C. The product is [NH2:3][CH2:12][CH2:13][CH2:14][N:15]([CH:28]([CH3:30])[CH3:29])[S:16]([C:19]1[CH:24]=[CH:23][CH:22]=[CH:21][C:20]=1[N+:25]([O-:27])=[O:26])(=[O:17])=[O:18]. The yield is 0.990. (6) The reactants are [O:1]=[C:2]1[C:11]2[C:6](=[CH:7][CH:8]=[CH:9][CH:10]=2)[NH:5][CH:4]=[C:3]1[C:12]([OH:14])=O.CN(C(ON1N=NC2C=CC=CC1=2)=[N+](C)C)C.F[P-](F)(F)(F)(F)F.CCN(CC)CC.[NH2:46][C:47]1[C:48]([C:58]([CH3:61])([CH3:60])[CH3:59])=[CH:49][C:50]([C:54]([CH3:57])([CH3:56])[CH3:55])=[C:51]([OH:53])[CH:52]=1. The catalyst is CN(C=O)C.CCOCC.CCO. The product is [OH:53][C:51]1[C:50]([C:54]([CH3:57])([CH3:56])[CH3:55])=[CH:49][C:48]([C:58]([CH3:60])([CH3:59])[CH3:61])=[C:47]([NH:46][C:12]([C:3]2[C:2](=[O:1])[C:11]3[C:6](=[CH:7][CH:8]=[CH:9][CH:10]=3)[NH:5][CH:4]=2)=[O:14])[CH:52]=1. The yield is 0.520.